This data is from Catalyst prediction with 721,799 reactions and 888 catalyst types from USPTO. The task is: Predict which catalyst facilitates the given reaction. (1) Reactant: [Br:1][C:2]1[CH:3]=[CH:4][C:5]([CH2:10]Br)=[C:6]([CH:9]=1)[C:7]#[N:8].[NH:12]1[CH2:17][CH2:16][O:15][CH2:14][CH2:13]1.C([O-])([O-])=O.[K+].[K+]. The catalyst class is: 3. Product: [Br:1][C:2]1[CH:3]=[CH:4][C:5]([CH2:10][N:12]2[CH2:17][CH2:16][O:15][CH2:14][CH2:13]2)=[C:6]([CH:9]=1)[C:7]#[N:8]. (2) Reactant: [O:1]1[CH:6]=[CH:5][CH2:4][CH2:3][CH2:2]1.C1(C)C=CC(S([O-])(=O)=O)=CC=1.[NH+]1C=CC=CC=1.[F:24][C:25]1[CH:30]=[CH:29][C:28]([C@@H:31]([OH:39])[CH2:32][CH2:33][CH2:34][C:35]([O:37][CH3:38])=[O:36])=[CH:27][CH:26]=1.N1C=CC=CC=1. Product: [F:24][C:25]1[CH:26]=[CH:27][C:28]([C@@H:31]([O:39][CH:6]2[CH2:5][CH2:4][CH2:3][CH2:2][O:1]2)[CH2:32][CH2:33][CH2:34][C:35]([O:37][CH3:38])=[O:36])=[CH:29][CH:30]=1. The catalyst class is: 4. (3) Reactant: Cl[C:2]1[N:7]=[C:6]([NH:8][CH2:9][C:10]([N:12]([CH:14]2[CH2:19][CH2:18][N:17]([CH2:20][CH:21]3[CH2:23][CH2:22]3)[CH2:16][CH2:15]2)[CH3:13])=[O:11])[C:5]([CH3:24])=[CH:4][N:3]=1.[CH3:25][O:26][C:27]1[CH:34]=[CH:33][C:30]([CH2:31][NH2:32])=[CH:29][CH:28]=1.C(N(C(C)C)CC)(C)C. Product: [CH:21]1([CH2:20][N:17]2[CH2:18][CH2:19][CH:14]([N:12]([CH3:13])[C:10](=[O:11])[CH2:9][NH:8][C:6]3[C:5]([CH3:24])=[CH:4][N:3]=[C:2]([NH:32][CH2:31][C:30]4[CH:33]=[CH:34][C:27]([O:26][CH3:25])=[CH:28][CH:29]=4)[N:7]=3)[CH2:15][CH2:16]2)[CH2:23][CH2:22]1. The catalyst class is: 51. (4) Reactant: [C:1]([NH:4][C:5]1[S:6][CH:7]=[C:8]([CH2:10][CH2:11][CH2:12][C:13]2[CH:18]=[CH:17][C:16]([CH2:19][CH2:20][C:21]([O:23]CC)=[O:22])=[CH:15][CH:14]=2)[N:9]=1)(=[O:3])[CH3:2].[OH-].[Na+]. Product: [C:1]([NH:4][C:5]1[S:6][CH:7]=[C:8]([CH2:10][CH2:11][CH2:12][C:13]2[CH:14]=[CH:15][C:16]([CH2:19][CH2:20][C:21]([OH:23])=[O:22])=[CH:17][CH:18]=2)[N:9]=1)(=[O:3])[CH3:2]. The catalyst class is: 12. (5) Reactant: [Br:1][C:2]1[CH:3]=[C:4]([CH:16]2[C:25]3[C:24](=[O:26])[CH2:23][CH:22]([CH2:27][CH2:28][CH3:29])[CH2:21][C:20]=3[NH:19][C:18]([CH3:30])=[C:17]2[C:31]#[N:32])[CH:5]=[C:6]([O:13][CH2:14][CH3:15])[C:7]=1[O:8]S(C)(=O)=O.F[C:34]1[CH:39]=[CH:38][C:37]([N+:40]([O-:42])=[O:41])=[CH:36][CH:35]=1.C(=O)([O-])[O-].[Cs+].[Cs+].ClCCl. Product: [Br:1][C:2]1[CH:3]=[C:4]([CH:16]2[C:25]3[C:24](=[O:26])[CH2:23][CH:22]([CH2:27][CH2:28][CH3:29])[CH2:21][C:20]=3[NH:19][C:18]([CH3:30])=[C:17]2[C:31]#[N:32])[CH:5]=[C:6]([O:13][CH2:14][CH3:15])[C:7]=1[O:8][C:34]1[CH:39]=[CH:38][C:37]([N+:40]([O-:42])=[O:41])=[CH:36][CH:35]=1. The catalyst class is: 16.